From a dataset of Full USPTO retrosynthesis dataset with 1.9M reactions from patents (1976-2016). Predict the reactants needed to synthesize the given product. (1) Given the product [F:27][C:25]1[CH:26]=[C:18]([N:14]2[CH2:13][C@H:12]([CH2:11][NH:10][C:1](=[O:4])[CH2:2][CH3:3])[O:16][C:15]2=[O:17])[CH:19]=[C:20]2[C:24]=1[N:23]([CH2:28][CH2:29][F:30])[C:22](=[O:31])[CH2:21]2, predict the reactants needed to synthesize it. The reactants are: [C:1](O[C:1](=[O:4])[CH2:2][CH3:3])(=[O:4])[CH2:2][CH3:3].[NH2:10][CH2:11][C@H:12]1[O:16][C:15](=[O:17])[N:14]([C:18]2[CH:19]=[C:20]3[C:24](=[C:25]([F:27])[CH:26]=2)[N:23]([CH2:28][CH2:29][F:30])[C:22](=[O:31])[CH2:21]3)[CH2:13]1.C(N(C(C)C)CC)(C)C. (2) Given the product [CH:17]1([C:4]2[CH:3]=[C:2]([C:63]#[C:62][C:56]3[CH:57]=[CH:58][C:53]([CH2:48][CH2:47][CH2:52][CH2:51][CH2:50][CH3:49])=[CH:54][CH:55]=3)[CH:7]=[CH:6][C:5]=2[C:8]#[C:9][C:10]2[CH:11]=[CH:12][C:13]([CH2:16][CH2:78][CH3:79])=[CH:14][CH:15]=2)[CH2:22][CH2:21][CH2:20][CH2:19][CH2:18]1, predict the reactants needed to synthesize it. The reactants are: Cl[C:2]1[CH:7]=[CH:6][C:5]([C:8]#[C:9][C:10]2[CH:15]=[CH:14][C:13]([CH3:16])=[CH:12][CH:11]=2)=[C:4]([CH:17]2[CH2:22][CH2:21][CH2:20][CH2:19][CH2:18]2)[CH:3]=1.C(C1C=CC(C#C)=CC=1)CC.C(=O)([O-])[O-].[Cs+].[Cs+].C1(P(C2CCCCC2)[C:47]2[CH:52]=[CH:51][CH:50]=[CH:49][C:48]=2[C:53]2[C:58](C(C)C)=[CH:57][C:56]([CH:62](C)[CH3:63])=[CH:55][C:54]=2C(C)C)CCCCC1.O1[CH2:79][CH2:78]OCC1. (3) The reactants are: Cl.[NH2:2][C@@H:3]1[C@@H:8]([OH:9])[C@H:7]([CH2:10][C:11]2[CH:16]=[CH:15][C:14]([OH:17])=[C:13]([Br:18])[CH:12]=2)[CH2:6][S:5](=[O:20])(=[O:19])[CH2:4]1.CC([O-])=O.[Na+].[CH2:26]([O:28][C:29]1[CH:30]=[C:31]([CH:34]=[CH:35][CH:36]=1)[CH:32]=O)[CH3:27].[BH3-]C#N.[Na+]. Given the product [Br:18][C:13]1[CH:12]=[C:11]([CH:16]=[CH:15][C:14]=1[OH:17])[CH2:10][C@H:7]1[C@H:8]([OH:9])[C@@H:3]([NH:2][CH2:32][C:31]2[CH:34]=[CH:35][CH:36]=[C:29]([O:28][CH2:26][CH3:27])[CH:30]=2)[CH2:4][S:5](=[O:20])(=[O:19])[CH2:6]1, predict the reactants needed to synthesize it. (4) Given the product [N:1]([CH2:4][CH2:5][O:6][CH2:7][CH2:8][O:9][CH2:10][CH2:11][O:12][CH2:13][CH2:14][NH:15][C:16](=[O:53])[CH2:17][CH2:18][C@@H:19]([C:46]([OH:48])=[O:47])[NH:20][C:21](=[O:45])[CH2:22][CH2:23][CH2:24][CH2:25][CH2:26][CH2:27][CH2:28][CH2:29][CH2:30][CH2:31][CH2:32][CH2:33][CH2:34][CH2:35][CH2:36][CH2:37][C:38]([OH:40])=[O:39])=[N+:2]=[N-:3], predict the reactants needed to synthesize it. The reactants are: [N:1]([CH2:4][CH2:5][O:6][CH2:7][CH2:8][O:9][CH2:10][CH2:11][O:12][CH2:13][CH2:14][NH:15][C:16](=[O:53])[CH2:17][CH2:18][C@@H:19]([C:46]([O:48]C(C)(C)C)=[O:47])[NH:20][C:21](=[O:45])[CH2:22][CH2:23][CH2:24][CH2:25][CH2:26][CH2:27][CH2:28][CH2:29][CH2:30][CH2:31][CH2:32][CH2:33][CH2:34][CH2:35][CH2:36][CH2:37][C:38]([O:40]C(C)(C)C)=[O:39])=[N+:2]=[N-:3].C(O)(C(F)(F)F)=O.